From a dataset of Reaction yield outcomes from USPTO patents with 853,638 reactions. Predict the reaction yield, written as a fraction of the theoretical maximum amount of product (1.0 means a 100% yield; for example, 0.34 means a 34% yield). (1) The reactants are NC(C1C=CC2C(=CC=C(O[C@H]3CC[C@H](C(C)(C)C)CC3)C=2)C=1)(C)CCC(O)=O.[C:30]([C@H:34]1[CH2:39][CH2:38][C@H:37]([O:40][C:41]2[C:42]([C:61]([F:64])([F:63])[F:62])=[C:43]3[C:48](=[CH:49][CH:50]=2)[CH:47]=[C:46]([C:51]([N+:58]([O-])=O)([CH3:57])[CH2:52][CH2:53][C:54]([OH:56])=[O:55])[CH:45]=[CH:44]3)[CH2:36][CH2:35]1)([CH3:33])([CH3:32])[CH3:31]. No catalyst specified. The product is [NH2:58][C:51]([C:46]1[CH:45]=[CH:44][C:43]2[C:48](=[CH:49][CH:50]=[C:41]([O:40][C@H:37]3[CH2:36][CH2:35][C@H:34]([C:30]([CH3:33])([CH3:32])[CH3:31])[CH2:39][CH2:38]3)[C:42]=2[C:61]([F:63])([F:64])[F:62])[CH:47]=1)([CH3:57])[CH2:52][CH2:53][C:54]([OH:56])=[O:55]. The yield is 0.260. (2) The reactants are [CH3:1][N:2]1[C:10]2[C:5](=[CH:6][CH:7]=[CH:8][C:9]=2[O:11][C:12]2[CH:17]=[CH:16][N:15]=[CH:14][CH:13]=2)[CH:4]=[C:3]1[C:18]([OH:20])=O.CCN([CH:27]([CH3:29])[CH3:28])C(C)C.CN(C(O[N:38]1N=N[C:40]2[CH:41]=[CH:42][CH:43]=[N:44][C:39]1=2)=[N+](C)C)C.F[P-](F)(F)(F)(F)F.[CH:54]1C=NC2N(O)N=NC=2C=1.C[O:65][C:66]1[CH:71]=[CH:70][C:69](N)=CC=1.C[CH2:74][O:75][C:76](C)=O. The catalyst is CN(C=O)C. The product is [C:27]([C:41]1[CH:40]=[C:39]([N:38]2[CH2:69][CH2:70][CH2:71][C:66]2=[O:65])[C:74]([O:75][CH3:76])=[C:43]([NH:44][C:18]([C:3]2[N:2]([CH3:1])[C:10]3[C:5]([CH:4]=2)=[CH:6][CH:7]=[CH:8][C:9]=3[O:11][C:12]2[CH:13]=[CH:14][N:15]=[CH:16][CH:17]=2)=[O:20])[CH:42]=1)([CH3:29])([CH3:54])[CH3:28]. The yield is 0.780. (3) The yield is 0.580. The catalyst is C(#N)C. The product is [Br:12][C:13]([C:16]1[C:24]2[O:23][C:22]([C:25]3[CH:30]=[CH:29][C:28]([OH:31])=[CH:27][CH:26]=3)=[N:21][C:20]=2[CH:19]=[C:18]([OH:32])[CH:17]=1)=[CH2:14]. The reactants are N12CCCN=C1CCCCC2.[Br:12][CH:13]([C:16]1[C:24]2[O:23][C:22]([C:25]3[CH:30]=[CH:29][C:28]([OH:31])=[CH:27][CH:26]=3)=[N:21][C:20]=2[CH:19]=[C:18]([OH:32])[CH:17]=1)[CH2:14]Br.Cl. (4) The reactants are C(OC([NH:11][C:12]1([C:18]([OH:20])=O)[CH2:17][CH2:16][CH2:15][CH2:14][CH2:13]1)=O)C1C=CC=CC=1.Cl.[NH2:22][CH2:23][C:24]#[N:25].CN(C(ON1N=NC2C=CC=NC1=2)=[N+](C)C)C.F[P-](F)(F)(F)(F)F.C(N(CC)CC)C.[CH3:57][S:58]([OH:61])(=[O:60])=[O:59]. The catalyst is CN(C=O)C. The product is [CH3:57][S:58]([OH:61])(=[O:60])=[O:59].[NH2:11][C:12]1([C:18]([NH:25][CH2:24][C:23]#[N:22])=[O:20])[CH2:13][CH2:14][CH2:15][CH2:16][CH2:17]1. The yield is 1.00. (5) The reactants are [Cl:1][C:2]1[N:7]=[C:6]([NH2:8])[C:5]([CH3:9])=[CH:4][N:3]=1.Br[C:11]1[CH:16]=[CH:15][C:14]([Cl:17])=[C:13]([CH3:18])[CH:12]=1.CC1(C)C2C(=C(P(C3C=CC=CC=3)C3C=CC=CC=3)C=CC=2)OC2C(P(C3C=CC=CC=3)C3C=CC=CC=3)=CC=CC1=2.C(=O)([O-])[O-].[Cs+].[Cs+]. The catalyst is O1CCOCC1.C1C=CC(/C=C/C(/C=C/C2C=CC=CC=2)=O)=CC=1.C1C=CC(/C=C/C(/C=C/C2C=CC=CC=2)=O)=CC=1.C1C=CC(/C=C/C(/C=C/C2C=CC=CC=2)=O)=CC=1.[Pd].[Pd]. The product is [Cl:17][C:14]1[CH:15]=[CH:16][C:11]([NH:8][C:6]2[C:5]([CH3:9])=[CH:4][N:3]=[C:2]([Cl:1])[N:7]=2)=[CH:12][C:13]=1[CH3:18]. The yield is 0.380. (6) The reactants are [F:1][C:2]1[CH:3]=[C:4]([C:21]2[CH:22]=[N:23][N:24]3[CH:29]=[CH:28][C:27]([N:30]4[CH:34]([C:35]5[CH:40]=[CH:39][CH:38]=[CH:37][C:36]=5[N:41]5[CH2:46][CH2:45][N:44](C(OC(C)(C)C)=O)[CH2:43][CH2:42]5)[CH2:33][O:32][C:31]4=[O:54])=[N:26][C:25]=23)[CH:5]=[CH:6][C:7]=1[C:8]1[N:12]=[CH:11][N:10](COCC[Si](C)(C)C)[N:9]=1.FC1C=C(C2C=NN3C=CC(N4C(C5C=CC=CC=5N5CCN(C(OC(C)(C)C)=O)CC5)COC4=O)=NC=23)C=CC=1C1N(COCC[Si](C)(C)C)N=CN=1. No catalyst specified. The product is [F:1][C:2]1[CH:3]=[C:4]([C:21]2[CH:22]=[N:23][N:24]3[CH:29]=[CH:28][C:27]([N:30]4[CH:34]([C:35]5[CH:40]=[CH:39][CH:38]=[CH:37][C:36]=5[N:41]5[CH2:42][CH2:43][NH:44][CH2:45][CH2:46]5)[CH2:33][O:32][C:31]4=[O:54])=[N:26][C:25]=23)[CH:5]=[CH:6][C:7]=1[C:8]1[N:12]=[CH:11][NH:10][N:9]=1. The yield is 0.430.